This data is from Full USPTO retrosynthesis dataset with 1.9M reactions from patents (1976-2016). The task is: Predict the reactants needed to synthesize the given product. (1) Given the product [CH3:60][C:43]1[CH:42]=[C:41]([B:61]2[O:65][C:64]([CH3:67])([CH3:66])[C:63]([CH3:69])([CH3:68])[O:62]2)[CH:59]=[CH:58][C:44]=1[CH2:45][NH:46][C:47]([C:49]1[O:53][N:52]=[C:51]([C:54]([CH3:57])([CH3:56])[CH3:55])[N:50]=1)=[O:48], predict the reactants needed to synthesize it. The reactants are: C(C1C=C2C(=C(F)C=1)C(=O)N(CC1C=CC(C3C=CN=C4NC(C5C=NN(C)C=5)=NC=34)=CC=1F)N=C2)(C)(C)C.Br[C:41]1[CH:59]=[CH:58][C:44]([CH2:45][NH:46][C:47]([C:49]2[O:53][N:52]=[C:51]([C:54]([CH3:57])([CH3:56])[CH3:55])[N:50]=2)=[O:48])=[C:43]([CH3:60])[CH:42]=1.[B:61]1(B2OC(C)(C)C(C)(C)O2)[O:65][C:64]([CH3:67])([CH3:66])[C:63]([CH3:69])([CH3:68])[O:62]1.C1(P(C2CCCCC2)C2C=CC=CC=2C2C(C(C)C)=CC(C(C)C)=CC=2C(C)C)CCCCC1.C([O-])(=O)C.[K+].O1CCOCC1. (2) Given the product [CH2:1]([NH:5][C:16]1[N:21]2[N:22]=[C:23]([C:32]3[CH:37]=[CH:36][CH:35]=[CH:34][C:33]=3[Cl:38])[C:24]([C:25]3[CH:30]=[CH:29][C:28]([Cl:31])=[CH:27][CH:26]=3)=[C:20]2[N:19]=[C:18]([CH3:39])[N:17]=1)[CH2:2][CH2:3][CH3:4], predict the reactants needed to synthesize it. The reactants are: [CH2:1]([NH2:5])[CH2:2][CH2:3][CH3:4].C(N(C(C)C)CC)(C)C.Cl[C:16]1[N:21]2[N:22]=[C:23]([C:32]3[CH:37]=[CH:36][CH:35]=[CH:34][C:33]=3[Cl:38])[C:24]([C:25]3[CH:30]=[CH:29][C:28]([Cl:31])=[CH:27][CH:26]=3)=[C:20]2[N:19]=[C:18]([CH3:39])[N:17]=1.O.